Task: Predict the product of the given reaction.. Dataset: Forward reaction prediction with 1.9M reactions from USPTO patents (1976-2016) Given the reactants [Cl:1][C:2]1[CH:3]=[CH:4][C:5]([OH:25])=[C:6]([CH2:8][N:9]2[CH:13]=[CH:12][C:11]([C:14]([NH:16][C:17]3[C:22]([F:23])=[CH:21][CH:20]=[CH:19][C:18]=3[F:24])=[O:15])=[N:10]2)[CH:7]=1.C(=O)([O-])[O-].[K+].[K+].[Cl:32][C:33]1[CH:40]=[CH:39][CH:38]=[CH:37][C:34]=1[CH2:35]Br, predict the reaction product. The product is: [Cl:1][C:2]1[CH:3]=[CH:4][C:5]([O:25][CH2:35][C:34]2[CH:37]=[CH:38][CH:39]=[CH:40][C:33]=2[Cl:32])=[C:6]([CH2:8][N:9]2[CH:13]=[CH:12][C:11]([C:14]([NH:16][C:17]3[C:18]([F:24])=[CH:19][CH:20]=[CH:21][C:22]=3[F:23])=[O:15])=[N:10]2)[CH:7]=1.